From a dataset of Full USPTO retrosynthesis dataset with 1.9M reactions from patents (1976-2016). Predict the reactants needed to synthesize the given product. (1) Given the product [Cl:1][C:2]1[CH:3]=[C:4]([NH:17][C:18]2[C:27]3[C:22](=[CH:23][CH:24]=[C:25]([CH:28]=[N:31][N:32]4[CH2:36][CH2:35][CH2:34][CH2:33]4)[CH:26]=3)[N:21]=[CH:20][N:19]=2)[CH:5]=[CH:6][C:7]=1[O:8][CH2:9][C:10]1[CH:15]=[CH:14][CH:13]=[C:12]([F:16])[CH:11]=1, predict the reactants needed to synthesize it. The reactants are: [Cl:1][C:2]1[CH:3]=[C:4]([NH:17][C:18]2[C:27]3[C:22](=[CH:23][CH:24]=[C:25]([CH:28]=O)[CH:26]=3)[N:21]=[CH:20][N:19]=2)[CH:5]=[CH:6][C:7]=1[O:8][CH2:9][C:10]1[CH:15]=[CH:14][CH:13]=[C:12]([F:16])[CH:11]=1.Cl.[NH2:31][N:32]1[CH2:36][CH2:35][CH2:34][CH2:33]1.C(=O)(O)[O-].[Na+]. (2) Given the product [Si:24]([O:6][C:7]1[CH:12]=[CH:11][C:10](/[CH:13]=[CH:14]\[CH2:15][CH2:16][C:17]([O:19][CH2:20][CH3:21])=[O:18])=[CH:9][C:8]=1[O:22][CH3:23])([C:27]([CH3:30])([CH3:29])[CH3:28])([CH3:26])[CH3:25], predict the reactants needed to synthesize it. The reactants are: N1C=CN=C1.[OH:6][C:7]1[CH:12]=[CH:11][C:10]([CH:13]=[CH:14][CH2:15][CH2:16][C:17]([O:19][CH2:20][CH3:21])=[O:18])=[CH:9][C:8]=1[O:22][CH3:23].[Si:24](Cl)([C:27]([CH3:30])([CH3:29])[CH3:28])([CH3:26])[CH3:25].C([O-])(O)=O.[Na+]. (3) Given the product [C:27]([C:24]1[CH:25]=[CH:26][C:21](/[C:13](/[C:8]2[CH:7]=[CH:6][C:5]([N:3]([CH3:1])[CH3:50])=[C:10]([O:48][CH3:45])[N:9]=2)=[CH:14]\[C@@H:15]2[NH:19][C:41](=[O:43])[CH2:42][CH2:16]2)=[CH:22][CH:23]=1)([CH3:28])([CH3:29])[CH3:30], predict the reactants needed to synthesize it. The reactants are: [CH:1]([NH2:3])=O.N[C:5]1[CH:6]=[CH:7][C:8](/[C:13](/[C:21]2[CH:26]=[CH:25][C:24]([C:27]([CH3:30])([CH3:29])[CH3:28])=[CH:23][CH:22]=2)=[CH:14]/[C@@H:15]2[NH:19]C(=O)C[CH2:16]2)=[N:9][C:10]=1OC.C(O[BH-](O[C:41](=[O:43])[CH3:42])OC(=O)C)(=O)C.[Na+].[C:45](=[O:48])(O)[O-].[Na+].[C:50](#N)C. (4) Given the product [C:34]([C:36]1[CH:41]=[CH:40][CH:39]=[CH:38][CH:37]=1)(=[O:35])[C:31]1[CH:32]=[CH:33][CH:28]=[CH:29][CH:30]=1, predict the reactants needed to synthesize it. The reactants are: CCCCC(COC(C1C=CC=CC=1O)=O)CC.CCCCCCCCO[C:28]1[CH:33]=[CH:32][C:31]([C:34]([C:36]2[CH:41]=[CH:40][CH:39]=[CH:38][CH:37]=2)=[O:35])=[C:30](O)[CH:29]=1. (5) Given the product [C:17]1([N:18]2[CH:4]=[C:5]3[C:6]([CH:8]=[CH:9][CH:10]=[CH:11]3)=[N:7][C:2]2=[O:3])[CH:19]=[CH:20][CH:21]=[CH:15][CH:16]=1, predict the reactants needed to synthesize it. The reactants are: C[C:2]1[O:3][C:4](=O)[C:5]2[CH:11]=[CH:10][CH:9]=[CH:8][C:6]=2[N:7]=1.FC(F)(F)[C:15]1[CH:16]=[C:17]([CH:19]=[CH:20][CH:21]=1)[NH2:18]. (6) The reactants are: [Cl:1][C:2]1[CH:7]=[CH:6][C:5]([N:8]2[CH2:12][CH2:11][CH:10]([C:13](O)=O)[C:9]2=[O:16])=[CH:4][CH:3]=1.C=O.COC1CCNCC1. Given the product [Cl:1][C:2]1[CH:7]=[CH:6][C:5]([N:8]2[CH2:12][CH2:11][C:10](=[CH2:13])[C:9]2=[O:16])=[CH:4][CH:3]=1, predict the reactants needed to synthesize it. (7) Given the product [CH3:10][C:6]1[CH:5]=[C:4]([N+:11]([O-:13])=[O:12])[C:3]([O:2][CH3:1])=[CH:8][C:7]=1[N:29]1[CH2:28][CH2:27][CH:26]([N:23]2[CH2:24][CH2:25][N:20]([S:17]([CH3:16])(=[O:19])=[O:18])[CH2:21][CH2:22]2)[CH2:31][CH2:30]1, predict the reactants needed to synthesize it. The reactants are: [CH3:1][O:2][C:3]1[CH:8]=[C:7](F)[C:6]([CH3:10])=[CH:5][C:4]=1[N+:11]([O-:13])=[O:12].Cl.Cl.[CH3:16][S:17]([N:20]1[CH2:25][CH2:24][N:23]([CH:26]2[CH2:31][CH2:30][NH:29][CH2:28][CH2:27]2)[CH2:22][CH2:21]1)(=[O:19])=[O:18].C([O-])([O-])=O.[K+].[K+].O. (8) Given the product [CH3:32][S:29]([C:25]1[CH:24]=[C:23]([CH:28]=[CH:27][CH:26]=1)[O:22][C:18]1[CH:17]=[C:16]([C:15]2[N:6]3[CH:7]=[CH:8][CH:9]=[C:10]([C:11]([F:14])([F:13])[F:12])[C:5]3=[N:4][C:3]=2[CH2:2][N:33]2[CH2:38][CH2:37][CH2:36][CH2:35][CH2:34]2)[CH:21]=[CH:20][CH:19]=1)(=[O:31])=[O:30], predict the reactants needed to synthesize it. The reactants are: Br[CH2:2][C:3]1[N:4]=[C:5]2[C:10]([C:11]([F:14])([F:13])[F:12])=[CH:9][CH:8]=[CH:7][N:6]2[C:15]=1[C:16]1[CH:21]=[CH:20][CH:19]=[C:18]([O:22][C:23]2[CH:28]=[CH:27][CH:26]=[C:25]([S:29]([CH3:32])(=[O:31])=[O:30])[CH:24]=2)[CH:17]=1.[NH:33]1[CH2:38][CH2:37][CH2:36][CH2:35][CH2:34]1.